Dataset: Reaction yield outcomes from USPTO patents with 853,638 reactions. Task: Predict the reaction yield, written as a fraction of the theoretical maximum amount of product (1.0 means a 100% yield; for example, 0.34 means a 34% yield). (1) The reactants are [CH3:1][N:2]1[N:6]=[C:5]([C:7]2[CH:12]=[CH:11][CH:10]=[C:9]([N+:13]([O-])=O)[CH:8]=2)[O:4][C:3]1=[O:16].[H][H]. The catalyst is CO.C(Cl)(Cl)Cl.[Pd]. The product is [NH2:13][C:9]1[CH:8]=[C:7]([C:5]2[O:4][C:3](=[O:16])[N:2]([CH3:1])[N:6]=2)[CH:12]=[CH:11][CH:10]=1. The yield is 0.800. (2) The reactants are Br[C:2]1[CH:9]=[C:8]([N:10]2[C:18]3[CH2:17][C:16]([CH3:20])([CH3:19])[CH2:15][C:14](=[O:21])[C:13]=3[C:12]([CH3:22])=[CH:11]2)[CH:7]=[CH:6][C:3]=1[C:4]#[N:5].[NH2:23][C@H:24]1[CH2:29][CH2:28][C@H:27]([OH:30])[CH2:26][CH2:25]1.CC(C)([O-:34])C.[Na+].C1(C)C=CC=CC=1. The catalyst is O.C([O-])(=O)C.[Pd+2].C([O-])(=O)C.C1(P(C2C=CC=CC=2)[C-]2C=CC=C2)C=CC=CC=1.[C-]1(P(C2C=CC=CC=2)C2C=CC=CC=2)C=CC=C1.[Fe+2].CS(C)=O.C(O)C. The product is [OH:30][C@H:27]1[CH2:28][CH2:29][C@H:24]([NH:23][C:2]2[CH:9]=[C:8]([N:10]3[C:18]4[CH2:17][C:16]([CH3:20])([CH3:19])[CH2:15][C:14](=[O:21])[C:13]=4[C:12]([CH3:22])=[CH:11]3)[CH:7]=[CH:6][C:3]=2[C:4]([NH2:5])=[O:34])[CH2:25][CH2:26]1. The yield is 0.470. (3) The product is [CH:1]1([N:8]2[C:9](=[O:10])[C:11]3[O:15][N:14]=[C:13]([C:16]4[CH:17]=[CH:18][CH:19]=[CH:20][CH:21]=4)[C:12]=3[N:22]=[CH:23]2)[CH2:7][CH2:6][CH2:5][CH2:4][CH2:3][CH2:2]1. The reactants are [CH:1]1([NH:8][C:9]([C:11]2[O:15][N:14]=[C:13]([C:16]3[CH:21]=[CH:20][CH:19]=[CH:18][CH:17]=3)[C:12]=2[NH2:22])=[O:10])[CH2:7][CH2:6][CH2:5][CH2:4][CH2:3][CH2:2]1.[CH3:23]C1C=CC(S(O)(=O)=O)=CC=1.C(OC(OCC)OCC)C. The yield is 0.490. No catalyst specified. (4) The yield is 0.358. The reactants are [Br:1][C:2]1[CH:3]=[CH:4][C:5]([NH:10][C:11]2[C:16]([O:17][CH3:18])=[CH:15][C:14]([C:19]3[CH:24]=[CH:23][C:22]([Cl:25])=[C:21]([CH3:26])[CH:20]=3)=[C:13]([F:27])[CH:12]=2)=[C:6]([CH2:8][OH:9])[CH:7]=1.CC(OI1(OC(C)=O)(OC(C)=O)OC(=O)C2C=CC=CC1=2)=O. The catalyst is C(Cl)Cl. The product is [Br:1][C:2]1[CH:3]=[CH:4][C:5]([NH:10][C:11]2[C:16]([O:17][CH3:18])=[CH:15][C:14]([C:19]3[CH:24]=[CH:23][C:22]([Cl:25])=[C:21]([CH3:26])[CH:20]=3)=[C:13]([F:27])[CH:12]=2)=[C:6]([CH:7]=1)[CH:8]=[O:9].